This data is from Reaction yield outcomes from USPTO patents with 853,638 reactions. The task is: Predict the reaction yield, written as a fraction of the theoretical maximum amount of product (1.0 means a 100% yield; for example, 0.34 means a 34% yield). (1) The reactants are [Cl:1][C:2]1[C:3]([NH:15][CH2:16][CH:17]2[CH2:22][CH2:21][N:20](C(OCC3C=CC=CC=3)=O)[CH2:19][CH2:18]2)=[CH:4][C:5]([NH:8]C(=O)C(C)(C)C)=[N:6][CH:7]=1. The catalyst is Cl. The product is [Cl:1][C:2]1[C:3]([NH:15][CH2:16][CH:17]2[CH2:18][CH2:19][NH:20][CH2:21][CH2:22]2)=[CH:4][C:5]([NH2:8])=[N:6][CH:7]=1. The yield is 0.960. (2) The reactants are Br[C:2]1[CH:7]=[CH:6][C:5]([C:8]2[N:9]([CH2:14][C@@H:15]3[CH2:19][CH2:18][N:17]([C:20]([CH:22]4[CH2:24][CH2:23]4)=[O:21])[CH2:16]3)[C:10](=[O:13])[NH:11][N:12]=2)=[C:4]([F:25])[CH:3]=1.[N:26]1[C:35]2[C:30](=[CH:31][CH:32]=[CH:33][CH:34]=2)[CH:29]=[C:28](B(O)O)[CH:27]=1.C([O-])([O-])=O.[K+].[K+].Cl. The catalyst is CCOC(C)=O.C1C=CC(P(C2C=CC=CC=2)[C-]2C=CC=C2)=CC=1.C1C=CC(P(C2C=CC=CC=2)[C-]2C=CC=C2)=CC=1.Cl[Pd]Cl.[Fe+2].O1CCOCC1. The product is [CH:22]1([C:20]([N:17]2[CH2:18][CH2:19][C@@H:15]([CH2:14][N:9]3[C:8]([C:5]4[CH:6]=[CH:7][C:2]([C:28]5[CH:27]=[N:26][C:35]6[C:30]([CH:29]=5)=[CH:31][CH:32]=[CH:33][CH:34]=6)=[CH:3][C:4]=4[F:25])=[N:12][NH:11][C:10]3=[O:13])[CH2:16]2)=[O:21])[CH2:24][CH2:23]1. The yield is 0.340. (3) The reactants are [CH2:1]([O:8][C:9](=[O:32])[CH2:10][C@@H:11](NC(OC(C)(C)C)=O)[C:12]([NH:14][C@H:15]([C:20](=[O:23])[NH:21][CH3:22])[C:16]([CH3:19])([CH3:18])[CH3:17])=[O:13])[C:2]1[CH:7]=[CH:6][CH:5]=[CH:4][CH:3]=1.C(OC(=O)C[C@@H]([C:47]1[CH:51]=[CH:50][N:49]([C:52]2[CH:57]=[CH:56][C:55]([C:58]3[CH:63]=[CH:62][C:61]([C:64]#[N:65])=[CH:60][CH:59]=3)=[CH:54][CH:53]=2)[CH:48]=1)C(O)=O)C1C=CC=CC=1.CNC(=O)[C@H](C(C)(C)C)N.CN(C(ON1N=NC2C=CC=CC1=2)=[N+](C)C)C.[B-](F)(F)(F)F. The catalyst is CCOC(C)=O.CO.C(Cl)Cl.CCOC(C)=O.C(Cl)Cl. The product is [CH2:1]([O:8][C:9](=[O:32])[CH2:10][C@@H:11]([C:51]1[CH:47]=[CH:48][N:49]([C:52]2[CH:53]=[CH:54][C:55]([C:58]3[CH:63]=[CH:62][C:61]([C:64]#[N:65])=[CH:60][CH:59]=3)=[CH:56][CH:57]=2)[CH:50]=1)[C:12]([NH:14][C@H:15]([C:20](=[O:23])[NH:21][CH3:22])[C:16]([CH3:17])([CH3:18])[CH3:19])=[O:13])[C:2]1[CH:3]=[CH:4][CH:5]=[CH:6][CH:7]=1. The yield is 0.660. (4) The reactants are CC1C=CC(S(O)(=O)=O)=CC=1.[C:12]([C:16]1[CH:17]=[C:18]([C:26]2[CH:34]=[C:33]([CH2:35][CH3:36])[CH:32]=[C:31]3[C:27]=2[CH2:28][CH:29]([CH3:39])[CH:30]3OC)[CH:19]=[C:20]([C:22]([CH3:25])([CH3:24])[CH3:23])[CH:21]=1)([CH3:15])([CH3:14])[CH3:13]. The catalyst is C1(C)C=CC=CC=1. The product is [C:22]([C:20]1[CH:19]=[C:18]([C:26]2[CH:34]=[C:33]([CH2:35][CH3:36])[CH:32]=[C:31]3[C:27]=2[CH2:28][C:29]([CH3:39])=[CH:30]3)[CH:17]=[C:16]([C:12]([CH3:15])([CH3:14])[CH3:13])[CH:21]=1)([CH3:23])([CH3:24])[CH3:25]. The yield is 0.990. (5) The reactants are Cl.Cl.[NH2:3][CH2:4][C@@:5]1([OH:13])[CH:10]2[CH2:11][CH2:12][N:7]([CH2:8][CH2:9]2)[CH2:6]1.C([O-])([O-])=O.[Cs+].[Cs+].[N:20]([C:23]1[CH:28]=[C:27]([O:29][C:30]2[CH:35]=[CH:34][CH:33]=[CH:32][CH:31]=2)[N:26]=[CH:25][N:24]=1)=[C:21]=S.C(N=C=NC(C)C)(C)C. The catalyst is CN(C)C=O. The product is [O:29]([C:27]1[N:26]=[CH:25][N:24]=[C:23]([NH:20][C:21]2[O:13][C@:5]3([CH2:4][N:3]=2)[CH:10]2[CH2:9][CH2:8][N:7]([CH2:12][CH2:11]2)[CH2:6]3)[CH:28]=1)[C:30]1[CH:31]=[CH:32][CH:33]=[CH:34][CH:35]=1. The yield is 0.482.